This data is from NCI-60 drug combinations with 297,098 pairs across 59 cell lines. The task is: Regression. Given two drug SMILES strings and cell line genomic features, predict the synergy score measuring deviation from expected non-interaction effect. (1) Synergy scores: CSS=-1.20, Synergy_ZIP=1.52, Synergy_Bliss=-1.31, Synergy_Loewe=-1.61, Synergy_HSA=-3.23. Drug 2: CC(C)NC(=O)C1=CC=C(C=C1)CNNC.Cl. Drug 1: C#CCC(CC1=CN=C2C(=N1)C(=NC(=N2)N)N)C3=CC=C(C=C3)C(=O)NC(CCC(=O)O)C(=O)O. Cell line: KM12. (2) Drug 2: CC1CCC2CC(C(=CC=CC=CC(CC(C(=O)C(C(C(=CC(C(=O)CC(OC(=O)C3CCCCN3C(=O)C(=O)C1(O2)O)C(C)CC4CCC(C(C4)OC)OCCO)C)C)O)OC)C)C)C)OC. Synergy scores: CSS=-1.39, Synergy_ZIP=1.29, Synergy_Bliss=4.94, Synergy_Loewe=-5.66, Synergy_HSA=-0.822. Cell line: OVCAR-8. Drug 1: CCCCCOC(=O)NC1=NC(=O)N(C=C1F)C2C(C(C(O2)C)O)O. (3) Drug 1: CN(C)N=NC1=C(NC=N1)C(=O)N. Drug 2: C1=CC=C(C=C1)NC(=O)CCCCCCC(=O)NO. Cell line: HS 578T. Synergy scores: CSS=11.2, Synergy_ZIP=-3.53, Synergy_Bliss=-0.227, Synergy_Loewe=-6.89, Synergy_HSA=-1.09. (4) Synergy scores: CSS=48.6, Synergy_ZIP=-6.39, Synergy_Bliss=-8.23, Synergy_Loewe=-16.7, Synergy_HSA=-4.26. Cell line: SNB-19. Drug 2: CN(CC1=CN=C2C(=N1)C(=NC(=N2)N)N)C3=CC=C(C=C3)C(=O)NC(CCC(=O)O)C(=O)O. Drug 1: C1=C(C(=O)NC(=O)N1)F. (5) Drug 1: CC1=C2C(C(=O)C3(C(CC4C(C3C(C(C2(C)C)(CC1OC(=O)C(C(C5=CC=CC=C5)NC(=O)C6=CC=CC=C6)O)O)OC(=O)C7=CC=CC=C7)(CO4)OC(=O)C)O)C)OC(=O)C. Drug 2: CCN(CC)CCNC(=O)C1=C(NC(=C1C)C=C2C3=C(C=CC(=C3)F)NC2=O)C. Cell line: SF-539. Synergy scores: CSS=36.4, Synergy_ZIP=8.27, Synergy_Bliss=8.49, Synergy_Loewe=-8.73, Synergy_HSA=7.99. (6) Drug 1: CN(CCCl)CCCl.Cl. Drug 2: C1CN(CCN1C(=O)CCBr)C(=O)CCBr. Cell line: IGROV1. Synergy scores: CSS=19.3, Synergy_ZIP=-8.35, Synergy_Bliss=-2.15, Synergy_Loewe=0.314, Synergy_HSA=1.18. (7) Drug 1: CC=C1C(=O)NC(C(=O)OC2CC(=O)NC(C(=O)NC(CSSCCC=C2)C(=O)N1)C(C)C)C(C)C. Drug 2: C1=CC=C(C(=C1)C(C2=CC=C(C=C2)Cl)C(Cl)Cl)Cl. Cell line: NCI-H522. Synergy scores: CSS=64.3, Synergy_ZIP=-1.02, Synergy_Bliss=2.20, Synergy_Loewe=-43.4, Synergy_HSA=1.57.